Dataset: Full USPTO retrosynthesis dataset with 1.9M reactions from patents (1976-2016). Task: Predict the reactants needed to synthesize the given product. (1) Given the product [Cl:40][CH:41]([CH3:45])[C:42]([NH:1][C:2]1[CH:7]=[CH:6][C:5]([NH:8][C:9](=[O:28])[NH:10][C:11]2[CH:27]=[CH:26][C:14]([O:15][C:16]3[CH:21]=[CH:20][N:19]=[C:18]([C:22]([NH:24][CH3:25])=[O:23])[CH:17]=3)=[CH:13][CH:12]=2)=[CH:4][C:3]=1[C:29]([F:32])([F:30])[F:31])=[O:43], predict the reactants needed to synthesize it. The reactants are: [NH2:1][C:2]1[CH:7]=[CH:6][C:5]([NH:8][C:9](=[O:28])[NH:10][C:11]2[CH:27]=[CH:26][C:14]([O:15][C:16]3[CH:21]=[CH:20][N:19]=[C:18]([C:22]([NH:24][CH3:25])=[O:23])[CH:17]=3)=[CH:13][CH:12]=2)=[CH:4][C:3]=1[C:29]([F:32])([F:31])[F:30].CCN(CC)CC.[Cl:40][CH:41]([CH3:45])[C:42](Cl)=[O:43]. (2) Given the product [ClH:1].[ClH:1].[S:26]1[C:34]2[CH:33]=[C:32]([CH2:35][NH:3][CH:4]3[CH2:9][CH2:8][N:7]([CH2:10][CH:11]4[N:22]5[C:23]6[N:14]([C:15](=[O:25])[CH:16]=[N:17][C:18]=6[CH:19]=[CH:20][C:21]5=[O:24])[CH2:13][CH2:12]4)[CH2:6][CH2:5]3)[N:31]=[CH:30][C:29]=2[O:28][CH2:27]1, predict the reactants needed to synthesize it. The reactants are: [ClH:1].Cl.[NH2:3][CH:4]1[CH2:9][CH2:8][N:7]([CH2:10][CH:11]2[N:22]3[C:23]4[N:14]([C:15](=[O:25])[CH:16]=[N:17][C:18]=4[CH:19]=[CH:20][C:21]3=[O:24])[CH2:13][CH2:12]2)[CH2:6][CH2:5]1.[S:26]1[C:34]2[CH:33]=[C:32]([CH:35]=O)[N:31]=[CH:30][C:29]=2[O:28][CH2:27]1.C(O)(=O)C.C([O-])(=O)C.[Na+]. (3) Given the product [N:11]1[C:10]2[CH2:9][NH:8][CH2:16][C:15]=2[C:14]([N:17]([CH3:19])[CH3:18])=[N:13][CH:12]=1, predict the reactants needed to synthesize it. The reactants are: C(OC([N:8]1[CH2:16][C:15]2[C:14]([N:17]([CH3:19])[CH3:18])=[N:13][CH:12]=[N:11][C:10]=2[CH2:9]1)=O)(C)(C)C.Cl. (4) Given the product [CH2:14]([CH:16]([CH2:19][CH2:20][CH2:21][CH3:22])[CH2:17][O:12][C:1](=[O:13])[CH2:2][NH:3][C:4](=[O:5])[C:6]1[CH:7]=[CH:8][CH:9]=[CH:10][CH:11]=1)[CH3:15], predict the reactants needed to synthesize it. The reactants are: [C:1]([OH:13])(=[O:12])[CH2:2][NH:3][C:4]([C:6]1[CH:11]=[CH:10][CH:9]=[CH:8][CH:7]=1)=[O:5].[CH2:14]([CH:16]([CH2:19][CH2:20][CH2:21][CH3:22])[CH2:17]O)[CH3:15].S(=O)(=O)(O)O. (5) Given the product [F:30][C:31]1[CH:32]=[CH:33][C:34]([C:37]2[C:45]3[O:44][C:43]([NH:46][C:1](=[O:5])[CH2:2][CH3:3])=[N:42][C:41]=3[C:40]([O:47][CH3:48])=[CH:39][CH:38]=2)=[CH:35][CH:36]=1, predict the reactants needed to synthesize it. The reactants are: [C:1]([OH:5])(=O)[CH2:2][CH3:3].CN(C(ON1N=NC2C=CC=NC1=2)=[N+](C)C)C.F[P-](F)(F)(F)(F)F.[F:30][C:31]1[CH:36]=[CH:35][C:34]([C:37]2[C:45]3[O:44][C:43]([NH2:46])=[N:42][C:41]=3[C:40]([O:47][CH3:48])=[CH:39][CH:38]=2)=[CH:33][CH:32]=1. (6) Given the product [NH2:22][C:21]1[N:15]=[C:14]([C:7]2[C:8]3[C:9](=[N:10][CH:11]=[CH:12][CH:13]=3)[N:5]([CH2:4][C:3]3[CH:17]=[CH:18][CH:19]=[CH:20][C:2]=3[F:1])[N:6]=2)[N:16]=[C:24]([OH:25])[C:23]=1/[N:29]=[N:30]/[C:31]1[CH:36]=[CH:35][CH:34]=[CH:33][CH:32]=1, predict the reactants needed to synthesize it. The reactants are: [F:1][C:2]1[CH:20]=[CH:19][CH:18]=[CH:17][C:3]=1[CH2:4][N:5]1[C:9]2=[N:10][CH:11]=[CH:12][CH:13]=[C:8]2[C:7]([C:14](=[NH:16])[NH2:15])=[N:6]1.[C:21]([CH:23](/[N:29]=[N:30]/[C:31]1[CH:36]=[CH:35][CH:34]=[CH:33][CH:32]=1)[C:24](OCC)=[O:25])#[N:22]. (7) Given the product [ClH:3].[ClH:1].[CH:32]1([NH:35][C:36]([C:38]2[C:46]3[CH:45]=[C:44]([C:47]4[C:52]([CH3:53])=[CH:51][N:50]=[C:49]([NH:54][CH2:55][CH2:56][CH2:57][CH:58]5[CH2:63][CH2:62][CH2:61][N:60]([CH3:4])[CH2:59]5)[N:48]=4)[S:43][C:42]=3[CH:41]=[CH:40][CH:39]=2)=[O:37])[CH2:34][CH2:33]1, predict the reactants needed to synthesize it. The reactants are: [ClH:1].Cl.[Cl:3][C:4]1C(C2SC3C=CC=C(C(N)=O)C=3C=2)=NC(NCCC2CCN(C)CC2)=NC=1.[CH:32]1([NH:35][C:36]([C:38]2[C:46]3[CH:45]=[C:44]([C:47]4[C:52]([CH3:53])=[CH:51][N:50]=[C:49]([NH:54][CH2:55][CH2:56][CH2:57][CH:58]5[CH2:63][CH2:62][CH2:61][NH:60][CH2:59]5)[N:48]=4)[S:43][C:42]=3[CH:41]=[CH:40][CH:39]=2)=[O:37])[CH2:34][CH2:33]1. (8) The reactants are: [C:1]([NH:5][C:6]1[C:15]2[CH:14]=[CH:13][CH:12]=[C:11]([C:16]([NH:18][C:19]3[CH:24]=[C:23]([NH:25][C:26]([NH:28][C:29]4[CH:34]=[CH:33][C:32](Cl)=[C:31]([C:36]([F:39])([F:38])[F:37])[CH:30]=4)=[O:27])[CH:22]=[CH:21][C:20]=3[CH3:40])=[O:17])[C:10]=2[CH:9]=[CH:8][N:7]=1)([CH3:4])([CH3:3])[CH3:2].[F:41]C1C=CC(C(F)(F)F)=CC=1N=C=O. Given the product [C:1]([NH:5][C:6]1[C:15]2[CH:14]=[CH:13][CH:12]=[C:11]([C:16]([NH:18][C:19]3[CH:24]=[C:23]([NH:25][C:26]([NH:28][C:29]4[CH:30]=[C:31]([C:36]([F:39])([F:38])[F:37])[CH:32]=[CH:33][C:34]=4[F:41])=[O:27])[CH:22]=[CH:21][C:20]=3[CH3:40])=[O:17])[C:10]=2[CH:9]=[CH:8][N:7]=1)([CH3:4])([CH3:3])[CH3:2], predict the reactants needed to synthesize it.